This data is from Catalyst prediction with 721,799 reactions and 888 catalyst types from USPTO. The task is: Predict which catalyst facilitates the given reaction. (1) Reactant: [F:1][C:2]([F:7])([F:6])[C:3]([OH:5])=[O:4].[S:8]1[C:12]2[CH:13]=[CH:14][CH:15]=[CH:16][C:11]=2[N:10]=[C:9]1[C:17]1[CH:37]=[CH:36][C:20]([C:21]([N:23]2[CH2:28][CH2:27][N:26](C(OC(C)(C)C)=O)[CH2:25][CH2:24]2)=[O:22])=[CH:19][CH:18]=1. Product: [F:1][C:2]([F:7])([F:6])[C:3]([OH:5])=[O:4].[S:8]1[C:12]2[CH:13]=[CH:14][CH:15]=[CH:16][C:11]=2[N:10]=[C:9]1[C:17]1[CH:37]=[CH:36][C:20]([C:21]([N:23]2[CH2:24][CH2:25][NH:26][CH2:27][CH2:28]2)=[O:22])=[CH:19][CH:18]=1. The catalyst class is: 4. (2) The catalyst class is: 13. Product: [Cl-:1].[N:11]1([CH:18]([C:30]2[CH:31]=[CH:32][CH:33]=[CH:34][CH:35]=2)[C:19]([O:21][C@@H:22]2[CH:27]3[CH2:28][CH2:29][N+:24]([CH2:2][C:3](=[O:4])[C:5]4[CH:10]=[CH:9][CH:8]=[CH:7][CH:6]=4)([CH2:25][CH2:26]3)[CH2:23]2)=[O:20])[CH2:12][CH2:13][CH2:14][CH2:15][CH2:16][CH2:17]1. Reactant: [Cl:1][CH2:2][C:3]([C:5]1[CH:10]=[CH:9][CH:8]=[CH:7][CH:6]=1)=[O:4].[N:11]1([CH:18]([C:30]2[CH:35]=[CH:34][CH:33]=[CH:32][CH:31]=2)[C:19]([O:21][C@@H:22]2[CH:27]3[CH2:28][CH2:29][N:24]([CH2:25][CH2:26]3)[CH2:23]2)=[O:20])[CH2:17][CH2:16][CH2:15][CH2:14][CH2:13][CH2:12]1.CCOCC. (3) Reactant: [F:1][C:2]1[CH:3]=[C:4]([CH:6]=[CH:7][C:8]=1[O:9][C:10]1[CH:15]=[CH:14][N:13]=[C:12]2[NH:16][CH:17]=[CH:18][C:11]=12)[NH2:5].Cl[C:20]1[CH:25]=[C:24]([C:26]2[CH:31]=[CH:30][N:29]=[CH:28][CH:27]=2)[N:23]=[C:22]([NH2:32])[N:21]=1.Cl.C(=O)(O)[O-].[Na+]. Product: [NH2:32][C:22]1[N:21]=[C:20]([NH:5][C:4]2[CH:6]=[CH:7][C:8]([O:9][C:10]3[CH:15]=[CH:14][N:13]=[C:12]4[NH:16][CH:17]=[CH:18][C:11]=34)=[C:2]([F:1])[CH:3]=2)[CH:25]=[C:24]([C:26]2[CH:31]=[CH:30][N:29]=[CH:28][CH:27]=2)[N:23]=1. The catalyst class is: 6. (4) Reactant: [CH2:1]([O:3][C:4]1[CH:9]=[C:8](I)[C:7]([F:11])=[CH:6][C:5]=1[CH3:12])[CH3:2].[Li]CCCC.[B:18](OC)([O:21]C)[O:19]C. Product: [CH2:1]([O:3][C:4]1[C:5]([CH3:12])=[CH:6][C:7]([F:11])=[C:8]([B:18]([OH:21])[OH:19])[CH:9]=1)[CH3:2]. The catalyst class is: 1. (5) Reactant: C([O:8][CH2:9][C:10]([O:12][C:13]1[C:18]([N+:19]([O-])=O)=[CH:17][C:16]([O:22][CH3:23])=[C:15]([O:24][CH3:25])[C:14]=1[O:26][CH3:27])=O)C1C=CC=CC=1. Product: [OH:8][CH2:9][C:10]1[O:12][C:13]2[C:14]([O:26][CH3:27])=[C:15]([O:24][CH3:25])[C:16]([O:22][CH3:23])=[CH:17][C:18]=2[N:19]=1. The catalyst class is: 19. (6) Reactant: Cl[C:2]1[O:3][C:4]([C:7]2[N:12]=[C:11]([NH:13][C:14]3[CH:19]=[C:18]([CH3:20])[CH:17]=[CH:16][N:15]=3)[CH:10]=[CH:9][CH:8]=2)=[CH:5][N:6]=1.CC1C=CN=C(NC2C=CC=C(C3OC=NC=3)N=2)C=1.[Li+].C[Si]([N-][Si](C)(C)C)(C)C.[I:50]C(I)C. Product: [I:50][C:2]1[O:3][C:4]([C:7]2[N:12]=[C:11]([NH:13][C:14]3[CH:19]=[C:18]([CH3:20])[CH:17]=[CH:16][N:15]=3)[CH:10]=[CH:9][CH:8]=2)=[CH:5][N:6]=1. The catalyst class is: 1. (7) Reactant: C[O:2][C:3]1[CH:12]=[C:11]2[C:6]([CH2:7][CH2:8][C:9]([CH3:14])([CH3:13])[O:10]2)=[CH:5][CH:4]=1.B(Br)(Br)Br.C([O-])(O)=O.[Na+]. Product: [CH3:13][C:9]1([CH3:14])[CH2:8][CH2:7][C:6]2[C:11](=[CH:12][C:3]([OH:2])=[CH:4][CH:5]=2)[O:10]1. The catalyst class is: 4. (8) Reactant: Br[C:2]1[C:7]([F:8])=[CH:6][C:5]([N:9]2[C:18]3[C:13](=[CH:14][C:15]([S:19]([N:22]([C:32]4[CH:36]=[CH:35][O:34][N:33]=4)[CH2:23][C:24]4[CH:29]=[CH:28][C:27]([O:30][CH3:31])=[CH:26][CH:25]=4)(=[O:21])=[O:20])=[CH:16][CH:17]=3)[CH:12]=[CH:11][C:10]2=[O:37])=[C:4]([O:38][CH3:39])[CH:3]=1.[OH:40][C:41]1[CH:46]=[C:45]([CH3:47])[CH:44]=[CH:43][N:42]=1.C(=O)([O-])[O-].[Cs+].[Cs+].CN(C)[C@@H]1CCCC[C@H]1N.N#N. Product: [F:8][C:7]1[C:2]([N:42]2[CH:43]=[CH:44][C:45]([CH3:47])=[CH:46][C:41]2=[O:40])=[CH:3][C:4]([O:38][CH3:39])=[C:5]([N:9]2[C:18]3[C:13](=[CH:14][C:15]([S:19]([N:22]([C:32]4[CH:36]=[CH:35][O:34][N:33]=4)[CH2:23][C:24]4[CH:25]=[CH:26][C:27]([O:30][CH3:31])=[CH:28][CH:29]=4)(=[O:20])=[O:21])=[CH:16][CH:17]=3)[CH:12]=[CH:11][C:10]2=[O:37])[CH:6]=1. The catalyst class is: 321. (9) Reactant: [H-].[Na+].[F:3][C:4]1[CH:11]=[CH:10][C:7]([CH:8]=O)=[CH:6][C:5]=1[NH:12][C:13](=[O:18])[C:14]([F:17])([F:16])[F:15].[CH2:19]([O:21][C:22](=[O:32])[CH2:23]P(OCC)(OCC)=O)[CH3:20]. Product: [F:3][C:4]1[CH:11]=[CH:10][C:7]([CH:8]=[CH:23][C:22]([O:21][CH2:19][CH3:20])=[O:32])=[CH:6][C:5]=1[NH:12][C:13](=[O:18])[C:14]([F:17])([F:16])[F:15]. The catalyst class is: 54. (10) Reactant: [CH:1]1[C:9]2[C:8]3[CH2:10][CH2:11][CH2:12][CH2:13][CH2:14][C:7]=3[O:6][C:5]=2[CH:4]=[CH:3][C:2]=1[NH2:15].[CH3:16][C:17]([CH3:22])([CH3:21])[C:18](Cl)=[O:19]. Product: [CH3:16][C:17]([CH3:22])([CH3:21])[C:18]([NH:15][C:2]1[CH:3]=[CH:4][C:5]2[O:6][C:7]3[CH2:14][CH2:13][CH2:12][CH2:11][CH2:10][C:8]=3[C:9]=2[CH:1]=1)=[O:19]. The catalyst class is: 17.